From a dataset of Forward reaction prediction with 1.9M reactions from USPTO patents (1976-2016). Predict the product of the given reaction. (1) Given the reactants [Na+].[C:2]([C:4]1[CH:5]=[C:6]([C:14]2[O:18][N:17]=[C:16]([C:19]3[CH:35]=[CH:34][C:22]4[CH2:23][CH2:24][N:25]([CH2:28][CH2:29][CH2:30][C:31]([O-:33])=O)[CH2:26][CH2:27][C:21]=4[CH:20]=3)[N:15]=2)[CH:7]=[CH:8][C:9]=1[O:10][CH:11]([CH3:13])[CH3:12])#[N:3].C([N:38](CC)CC)C.C(Cl)CCl.C(=O)([O-])O.[Na+], predict the reaction product. The product is: [C:2]([C:4]1[CH:5]=[C:6]([C:14]2[O:18][N:17]=[C:16]([C:19]3[CH:35]=[CH:34][C:22]4[CH2:23][CH2:24][N:25]([CH2:28][CH2:29][CH2:30][C:31]([NH2:38])=[O:33])[CH2:26][CH2:27][C:21]=4[CH:20]=3)[N:15]=2)[CH:7]=[CH:8][C:9]=1[O:10][CH:11]([CH3:12])[CH3:13])#[N:3]. (2) The product is: [CH3:1][O:2][CH2:3][CH2:4][O:5][C:6](=[O:15])[NH:7][CH2:8][C@@H:9]1[CH2:14][CH2:13][CH2:12][N:11]([C:17]2[C:26]3[C:21](=[CH:22][C:23]([CH3:27])=[CH:24][CH:25]=3)[N:20]=[C:19]([C:28]3[C:29]([OH:35])=[CH:30][CH:31]=[CH:32][C:33]=3[F:34])[N:18]=2)[CH2:10]1. Given the reactants [CH3:1][O:2][CH2:3][CH2:4][O:5][C:6](=[O:15])[NH:7][CH2:8][C@@H:9]1[CH2:14][CH2:13][CH2:12][NH:11][CH2:10]1.Cl[C:17]1[C:26]2[C:21](=[CH:22][C:23]([CH3:27])=[CH:24][CH:25]=2)[N:20]=[C:19]([C:28]2[C:33]([F:34])=[CH:32][CH:31]=[CH:30][C:29]=2[OH:35])[N:18]=1.C(N(CC)CC)C, predict the reaction product. (3) The product is: [F:1][C:2]1[CH:3]=[C:4]([CH:8]([C:15]2[CH:20]=[CH:19][CH:18]=[C:17]([F:21])[CH:16]=2)[CH2:9][C:10]([O:12][CH2:13][CH3:14])=[O:11])[CH:5]=[CH:6][CH:7]=1. Given the reactants [F:1][C:2]1[CH:3]=[C:4]([C:8]([C:15]2[CH:20]=[CH:19][CH:18]=[C:17]([F:21])[CH:16]=2)=[CH:9][C:10]([O:12][CH2:13][CH3:14])=[O:11])[CH:5]=[CH:6][CH:7]=1, predict the reaction product. (4) Given the reactants C(OC(=O)[NH:7][C:8]1[CH:13]=[CH:12][C:11]([C:14]2[CH:19]=[CH:18][C:17]([F:20])=[CH:16][CH:15]=2)=[CH:10][C:9]=1[NH:21][C:22](=[O:37])[CH2:23][C:24](=O)[C:25]1[CH:30]=[CH:29][CH:28]=[C:27]([N:31]2[CH:35]=[N:34][N:33]=[N:32]2)[CH:26]=1)(C)(C)C.C(O)(C(F)(F)F)=O, predict the reaction product. The product is: [F:20][C:17]1[CH:16]=[CH:15][C:14]([C:11]2[CH:12]=[CH:13][C:8]3[N:7]=[C:24]([C:25]4[CH:30]=[CH:29][CH:28]=[C:27]([N:31]5[CH:35]=[N:34][N:33]=[N:32]5)[CH:26]=4)[CH2:23][C:22](=[O:37])[NH:21][C:9]=3[CH:10]=2)=[CH:19][CH:18]=1.